From a dataset of Full USPTO retrosynthesis dataset with 1.9M reactions from patents (1976-2016). Predict the reactants needed to synthesize the given product. (1) Given the product [CH2:1]([N:8]1[C:16]2[C:11](=[N:12][C:13]([Cl:17])=[CH:14][CH:15]=2)[CH:10]=[C:9]1[C:24]1[N:20]([CH3:19])[CH:21]=[N:22][CH:23]=1)[C:2]1[CH:7]=[CH:6][CH:5]=[CH:4][CH:3]=1, predict the reactants needed to synthesize it. The reactants are: [CH2:1]([N:8]1[C:16]2[C:11](=[N:12][C:13]([Cl:17])=[CH:14][CH:15]=2)[CH:10]=[C:9]1Br)[C:2]1[CH:7]=[CH:6][CH:5]=[CH:4][CH:3]=1.[CH3:19][N:20]1[C:24]([Sn](CCCC)(CCCC)CCCC)=[CH:23][N:22]=[CH:21]1. (2) Given the product [CH3:1][O:2][C:3]1[C:23]([O:24][CH3:25])=[C:22]([O:26][CH3:27])[CH:21]=[C:20]([CH3:28])[C:4]=1[C:5]([C:7]1[C:8]([O:18][CH3:19])=[CH:9][N:10]=[C:11]([Br:38])[C:12]=1[C:13]([F:16])([F:15])[F:14])=[O:6], predict the reactants needed to synthesize it. The reactants are: [CH3:1][O:2][C:3]1[C:23]([O:24][CH3:25])=[C:22]([O:26][CH3:27])[CH:21]=[C:20]([CH3:28])[C:4]=1[C:5]([C:7]1[C:12]([C:13]([F:16])([F:15])[F:14])=[CH:11][N+:10]([O-])=[CH:9][C:8]=1[O:18][CH3:19])=[O:6].C1(C)C=CC=CC=1.P(Br)(Br)([Br:38])=O. (3) Given the product [Br:1][C:2]1[N:3]=[C:4]([C:15]([OH:16])([CH3:17])[CH3:14])[C:5]([F:8])=[CH:6][CH:7]=1, predict the reactants needed to synthesize it. The reactants are: [Br:1][C:2]1[CH:7]=[CH:6][C:5]([F:8])=[CH:4][N:3]=1.C([Li])CCC.[CH3:14][C:15]([CH3:17])=[O:16].Cl. (4) Given the product [O:50]=[C:49]([N:25]1[CH2:29][CH2:28][CH2:27][CH2:26]1)[CH2:48][CH2:47][NH:46][C:44](=[O:45])[O:43][C:39]([CH3:41])([CH3:40])[CH3:42], predict the reactants needed to synthesize it. The reactants are: F[P-](F)(F)(F)(F)F.N1(OC(N(C)C)=[N+](C)C)C2N=CC=CC=2N=N1.[NH:25]1[CH2:29][CH2:28][CH2:27][CH2:26]1.C(N(C(C)C)CC)(C)C.[C:39]([O:43][C:44]([NH:46][CH2:47][CH2:48][C:49](O)=[O:50])=[O:45])([CH3:42])([CH3:41])[CH3:40]. (5) Given the product [OH:5][CH:3]([CH2:2][CH2:1][O:9][CH3:10])[C:12]([NH:17][C:18]1[S:19][CH:20]=[C:21]([CH3:23])[N:22]=1)=[O:13], predict the reactants needed to synthesize it. The reactants are: [C:1]([O:9][CH2:10]C)(=O)[CH2:2][C:3]([O:5]CC)=O.[CH3:12][O:13]CCBr.[NH2:17][C:18]1[S:19][CH:20]=[C:21]([CH3:23])[N:22]=1. (6) Given the product [CH2:13]([N:12]([CH2:15][CH3:16])[C:5]1[C:4]2[C:9](=[CH:10][CH:11]=[C:2]([CH:24]=[O:25])[CH:3]=2)[N:8]=[CH:7][CH:6]=1)[CH3:14], predict the reactants needed to synthesize it. The reactants are: Br[C:2]1[CH:3]=[C:4]2[C:9](=[CH:10][CH:11]=1)[N:8]=[CH:7][CH:6]=[C:5]2[N:12]([CH2:15][CH3:16])[CH2:13][CH3:14].C([Li])CCC.CN(C)[CH:24]=[O:25]. (7) Given the product [F:17][C:13]1[CH:12]=[C:11]2[C:16]([C:8]([CH2:7][O:6][CH3:3])=[CH:9][NH:10]2)=[CH:15][CH:14]=1, predict the reactants needed to synthesize it. The reactants are: CO.[C:3]([O:6][CH2:7][C:8]1[C:16]2[C:11](=[CH:12][C:13]([F:17])=[CH:14][CH:15]=2)[N:10](C(OC(C)(C)C)=O)[CH:9]=1)(=O)C.C[O-].[Na+]. (8) Given the product [NH:1]1[C:9]2[C:4](=[CH:5][C:6]([C:10]3[N:15]=[N:14][C:13]([N:16]4[CH2:23][CH:22]5[N:24]([CH3:25])[CH:18]([CH2:19][CH2:20][CH2:21]5)[CH2:17]4)=[CH:12][CH:11]=3)=[CH:7][CH:8]=2)[CH:3]=[CH:2]1, predict the reactants needed to synthesize it. The reactants are: [NH:1]1[C:9]2[C:4](=[CH:5][C:6]([C:10]3[N:15]=[N:14][C:13]([N:16]4[CH2:23][CH:22]5[NH:24][CH:18]([CH2:19][CH2:20][CH2:21]5)[CH2:17]4)=[CH:12][CH:11]=3)=[CH:7][CH:8]=2)[CH:3]=[CH:2]1.[C:25](O)(=O)/C=C/C(O)=O.N1C2C(=CC(C3N=NC(N4CC5NC(CCC5)C4)=CC=3)=CC=2)C=C1. (9) The reactants are: [C:1]([O:4][C:5]1[CH:10]=[CH:9][C:8]([CH:11]2[CH:20](O)[C:19]3[C:14](=[CH:15][C:16]([O:22][C:23](=[O:25])[CH3:24])=[CH:17][CH:18]=3)[O:13][CH:12]2[CH:26]([CH3:28])[CH3:27])=[CH:7][CH:6]=1)(=[O:3])[CH3:2].P(=O)(O)(O)O.C(=O)([O-])O.[Na+]. Given the product [C:1]([O:4][C:5]1[CH:10]=[CH:9][C:8]([C:11]2[CH:12]([CH:26]([CH3:28])[CH3:27])[O:13][C:14]3[C:19]([CH:20]=2)=[CH:18][CH:17]=[C:16]([O:22][C:23](=[O:25])[CH3:24])[CH:15]=3)=[CH:7][CH:6]=1)(=[O:3])[CH3:2], predict the reactants needed to synthesize it.